Dataset: Forward reaction prediction with 1.9M reactions from USPTO patents (1976-2016). Task: Predict the product of the given reaction. Given the reactants [CH3:1][C:2]1([CH3:38])[O:7][C:6]2[CH:8]=[CH:9][C:10]([C@H:12]3[O:16][C:15](=[O:17])[N:14]([CH2:18][CH2:19][CH2:20][CH2:21][CH2:22][CH2:23][O:24][CH2:25][CH2:26][O:27][CH2:28][C:29]4[CH:34]=[CH:33][CH:32]=[C:31]([N+:35]([O-])=O)[CH:30]=4)[CH2:13]3)=[CH:11][C:5]=2[CH2:4][O:3]1, predict the reaction product. The product is: [NH2:35][C:31]1[CH:30]=[C:29]([CH:34]=[CH:33][CH:32]=1)[CH2:28][O:27][CH2:26][CH2:25][O:24][CH2:23][CH2:22][CH2:21][CH2:20][CH2:19][CH2:18][N:14]1[CH2:13][C@@H:12]([C:10]2[CH:9]=[CH:8][C:6]3[O:7][C:2]([CH3:38])([CH3:1])[O:3][CH2:4][C:5]=3[CH:11]=2)[O:16][C:15]1=[O:17].